This data is from TCR-epitope binding with 47,182 pairs between 192 epitopes and 23,139 TCRs. The task is: Binary Classification. Given a T-cell receptor sequence (or CDR3 region) and an epitope sequence, predict whether binding occurs between them. (1) The epitope is KLNVGDYFV. The TCR CDR3 sequence is CASSESSGIPFYNEQFF. Result: 1 (the TCR binds to the epitope). (2) The epitope is FTISVTTEIL. The TCR CDR3 sequence is CSANSGEGGTTDTQYF. Result: 0 (the TCR does not bind to the epitope). (3) The epitope is KTSVDCTMYI. The TCR CDR3 sequence is CASSSGQGAGEQYF. Result: 1 (the TCR binds to the epitope). (4) The epitope is MPASWVMRI. The TCR CDR3 sequence is CASSQLGQGSSYEQYF. Result: 1 (the TCR binds to the epitope). (5) The epitope is ATDALMTGY. The TCR CDR3 sequence is CASSVDKGGTDTQYF. Result: 0 (the TCR does not bind to the epitope). (6) The TCR CDR3 sequence is CASSFGNTIYF. The epitope is RLYYDSMSY. Result: 0 (the TCR does not bind to the epitope). (7) The epitope is IYSKHTPINL. The TCR CDR3 sequence is CASSYGTDVYGYTF. Result: 0 (the TCR does not bind to the epitope). (8) The epitope is NLVPMVATV. The TCR CDR3 sequence is CASSSAYYSYTF. Result: 1 (the TCR binds to the epitope). (9) The epitope is KLGGALQAK. The TCR CDR3 sequence is CASREGGNEAFF. Result: 0 (the TCR does not bind to the epitope). (10) The TCR CDR3 sequence is CSVVLPGGELFF. The epitope is YVFCTVNAL. Result: 0 (the TCR does not bind to the epitope).